Dataset: Catalyst prediction with 721,799 reactions and 888 catalyst types from USPTO. Task: Predict which catalyst facilitates the given reaction. (1) Reactant: C([NH:4][C@@H:5]1[C@@H:11]([OH:12])[C@H:10]([OH:13])[C@@H:9]([CH2:14][OH:15])[O:8][CH:6]1[OH:7])(=O)C.[ClH:16]. Product: [ClH:16].[OH:7][CH:6]1[O:8][C@H:9]([CH2:14][OH:15])[C@@H:10]([OH:13])[C@H:11]([OH:12])[C@H:5]1[NH2:4]. The catalyst class is: 6. (2) Reactant: Br[CH2:2][C:3]1[N:4]=[C:5]([O:20][CH2:21][CH2:22][CH3:23])[C:6]2[N:11]=[C:10]([C:12]3[CH:17]=[C:16]([F:18])[CH:15]=[CH:14][C:13]=3[Cl:19])[O:9][C:7]=2[N:8]=1.[NH:24]1[CH2:29][CH2:28][O:27][CH2:26][CH2:25]1.C(=O)([O-])[O-].[K+].[K+].O. Product: [Cl:19][C:13]1[CH:14]=[CH:15][C:16]([F:18])=[CH:17][C:12]=1[C:10]1[O:9][C:7]2[N:8]=[C:3]([CH2:2][N:24]3[CH2:29][CH2:28][O:27][CH2:26][CH2:25]3)[N:4]=[C:5]([O:20][CH2:21][CH2:22][CH3:23])[C:6]=2[N:11]=1. The catalyst class is: 204. (3) Reactant: [CH:1]1([NH:7][C:8]2[N:16]=[C:15]([NH:17][C:18]3[CH:23]=[CH:22][C:21]([N:24]4[CH2:29][CH2:28][CH:27]([C:30](OC)=[O:31])[CH2:26][CH2:25]4)=[CH:20][C:19]=3[O:34][CH3:35])[N:14]=[C:13]3[C:9]=2[N:10]=[CH:11][N:12]3[CH:36]2[CH2:41][CH2:40][CH2:39][CH2:38][O:37]2)[CH2:6][CH2:5][CH2:4][CH2:3][CH2:2]1.CN(C(ON1N=NC2C=CC=NC1=2)=[N+](C)C)C.F[P-](F)(F)(F)(F)F.CCN(C(C)C)C(C)C.[NH:75]1[CH2:80][CH2:79][O:78][CH2:77][CH2:76]1. Product: [CH:1]1([NH:7][C:8]2[N:16]=[C:15]([NH:17][C:18]3[CH:23]=[CH:22][C:21]([N:24]4[CH2:25][CH2:26][CH:27]([C:30]([N:75]5[CH2:80][CH2:79][O:78][CH2:77][CH2:76]5)=[O:31])[CH2:28][CH2:29]4)=[CH:20][C:19]=3[O:34][CH3:35])[N:14]=[C:13]3[C:9]=2[N:10]=[CH:11][N:12]3[CH:36]2[CH2:41][CH2:40][CH2:39][CH2:38][O:37]2)[CH2:2][CH2:3][CH2:4][CH2:5][CH2:6]1. The catalyst class is: 3. (4) Reactant: C(=O)([O-])[O-].[K+].[K+].[Cl:7][C:8]1[CH:13]=[CH:12][C:11]([C@:14]2([CH3:27])[CH2:18][O:17]C(=O)[N:15]2[C:20]([O:22][C:23]([CH3:26])([CH3:25])[CH3:24])=[O:21])=[CH:10][CH:9]=1. Product: [Cl:7][C:8]1[CH:13]=[CH:12][C:11]([C@:14]([NH:15][C:20](=[O:21])[O:22][C:23]([CH3:26])([CH3:25])[CH3:24])([CH3:27])[CH2:18][OH:17])=[CH:10][CH:9]=1. The catalyst class is: 138. (5) Reactant: Br[C:2]1[CH:3]=[CH:4][C:5]([Cl:13])=[C:6]2[C:10]=1[N:9]([CH3:11])[N:8]=[C:7]2[OH:12].C([O-])([O-])=O.[Na+].[Na+].[C:20]([O:24][C:25]([NH:27][C@H:28]([C:38]1[C:43](B(O)O)=[CH:42][CH:41]=[C:40]([C:47]#[C:48][C:49]2([OH:55])[CH2:54][CH2:53][O:52][CH2:51][CH2:50]2)[N:39]=1)[CH2:29][C:30]1[CH:35]=[C:34]([F:36])[CH:33]=[C:32]([F:37])[CH:31]=1)=[O:26])([CH3:23])([CH3:22])[CH3:21].O. Product: [C:20]([O:24][C:25](=[O:26])[NH:27][C@H:28]([C:38]1[C:43]([C:2]2[CH:3]=[CH:4][C:5]([Cl:13])=[C:6]3[C:10]=2[N:9]([CH3:11])[N:8]=[C:7]3[OH:12])=[CH:42][CH:41]=[C:40]([C:47]#[C:48][C:49]2([OH:55])[CH2:54][CH2:53][O:52][CH2:51][CH2:50]2)[N:39]=1)[CH2:29][C:30]1[CH:31]=[C:32]([F:37])[CH:33]=[C:34]([F:36])[CH:35]=1)([CH3:23])([CH3:21])[CH3:22]. The catalyst class is: 77.